Dataset: Reaction yield outcomes from USPTO patents with 853,638 reactions. Task: Predict the reaction yield, written as a fraction of the theoretical maximum amount of product (1.0 means a 100% yield; for example, 0.34 means a 34% yield). (1) The reactants are [CH3:1][C:2]1[CH:7]=[C:6]([C:8](=O)[CH3:9])[CH:5]=[C:4]([O:11][CH2:12][C:13]([F:16])([F:15])[F:14])[N:3]=1.[CH3:17][C:18]([S@:21]([NH2:23])=[O:22])([CH3:20])[CH3:19]. No catalyst specified. The product is [CH3:17][C:18]([S@:21]([NH:23][CH:8]([C:6]1[CH:5]=[C:4]([O:11][CH2:12][C:13]([F:16])([F:15])[F:14])[N:3]=[C:2]([CH3:1])[CH:7]=1)[CH3:9])=[O:22])([CH3:20])[CH3:19]. The yield is 0.780. (2) The reactants are [F:1][C:2]1[CH:3]=[C:4]([C:13]2[CH:14]=[CH:15][C:16]([CH2:19]O)=[N:17][CH:18]=2)[CH:5]=[CH:6][C:7]=1[O:8][C:9]([F:12])([F:11])[F:10].C1(P(C2C=CC=CC=2)C2C=CC=CC=2)C=CC=CC=1.[Br:40]N1C(=O)CCC1=O. The catalyst is C(Cl)Cl. The product is [Br:40][CH2:19][C:16]1[CH:15]=[CH:14][C:13]([C:4]2[CH:5]=[CH:6][C:7]([O:8][C:9]([F:12])([F:11])[F:10])=[C:2]([F:1])[CH:3]=2)=[CH:18][N:17]=1. The yield is 0.750. (3) The reactants are [CH2:1]([O:8][C@@H:9]([CH3:20])[CH2:10][CH2:11][CH2:12][CH2:13][CH2:14][CH2:15][C@@H:16]([OH:19])[CH2:17][OH:18])[C:2]1[CH:7]=[CH:6][CH:5]=[CH:4][CH:3]=1.N1C=CC=CC=1.[C:27]1([CH3:37])[CH:32]=[CH:31][C:30]([S:33](Cl)(=[O:35])=[O:34])=[CH:29][CH:28]=1.C(OCC)C. The catalyst is CCCCCC.C(OCC)(=O)C. The product is [CH2:1]([O:8][C@@H:9]([CH3:20])[CH2:10][CH2:11][CH2:12][CH2:13][CH2:14][CH2:15][C@@H:16]([OH:19])[CH2:17][O:18][S:33]([C:30]1[CH:31]=[CH:32][C:27]([CH3:37])=[CH:28][CH:29]=1)(=[O:35])=[O:34])[C:2]1[CH:7]=[CH:6][CH:5]=[CH:4][CH:3]=1. The yield is 0.640. (4) The reactants are [C:1]([C:4]1[C:9]([O:10][CH2:11][CH2:12][CH2:13][C:14]([O:16]CC)=[O:15])=[C:8]([CH2:19][CH2:20][CH3:21])[C:7]([O:22][CH2:23][CH2:24][CH2:25][S:26][C:27]2[CH:32]=[CH:31][C:30]([C:33](=[O:35])[CH3:34])=[C:29]([OH:36])[C:28]=2[CH2:37][CH2:38][CH3:39])=[CH:6][CH:5]=1)(=[O:3])[CH3:2].[OH-].[Na+].O.Cl. The catalyst is C(O)C. The product is [C:1]([C:4]1[C:9]([O:10][CH2:11][CH2:12][CH2:13][C:14]([OH:16])=[O:15])=[C:8]([CH2:19][CH2:20][CH3:21])[C:7]([O:22][CH2:23][CH2:24][CH2:25][S:26][C:27]2[CH:32]=[CH:31][C:30]([C:33](=[O:35])[CH3:34])=[C:29]([OH:36])[C:28]=2[CH2:37][CH2:38][CH3:39])=[CH:6][CH:5]=1)(=[O:3])[CH3:2]. The yield is 0.652. (5) The catalyst is O1CCOCC1. The yield is 0.0700. The reactants are [CH3:1][N:2]1[CH2:7][CH2:6][CH2:5][CH2:4][C@H:3]1[C:8]1[N:12]2[CH:13]=[C:14]([O:17][C@H:18]3[C:27]4[C:22](=[CH:23][CH:24]=[CH:25][CH:26]=4)[C@@H:21]([NH2:28])[CH2:20][CH2:19]3)[CH:15]=[CH:16][C:11]2=[N:10][N:9]=1.ClC(Cl)(Cl)C[O:32][C:33](=O)[NH:34][C:35]1[N:36]([CH2:44][CH2:45][OH:46])[N:37]=[C:38]([C:40]([CH3:43])([CH3:42])[CH3:41])[CH:39]=1.CCN(C(C)C)C(C)C. The product is [C:40]([C:38]1[CH:39]=[C:35]([NH:34][C:33]([NH:28][C@@H:21]2[C:22]3[C:27](=[CH:26][CH:25]=[CH:24][CH:23]=3)[C@H:18]([O:17][C:14]3[CH:15]=[CH:16][C:11]4[N:12]([C:8]([C@@H:3]5[CH2:4][CH2:5][CH2:6][CH2:7][N:2]5[CH3:1])=[N:9][N:10]=4)[CH:13]=3)[CH2:19][CH2:20]2)=[O:32])[N:36]([CH2:44][CH2:45][OH:46])[N:37]=1)([CH3:43])([CH3:41])[CH3:42]. (6) The reactants are Cl.[NH2:2][CH2:3][C:4]1[CH:12]=[CH:11][CH:10]=[C:9]2[C:5]=1[C:6](=[O:22])[N:7]([CH:14]1[CH2:19][CH2:18][C:17](=[O:20])[NH:16][C:15]1=[O:21])[C:8]2=[O:13].N12CCCN=C1CCCCC2.[O:34]1[C:38]2[CH:39]=[CH:40][CH:41]=[CH:42][C:37]=2[CH:36]=[C:35]1[C:43](O)=[O:44].Cl.CN(C)CCCN=C=NCC. The catalyst is CC#N. The product is [O:21]=[C:15]1[CH:14]([N:7]2[C:6](=[O:22])[C:5]3[C:9](=[CH:10][CH:11]=[CH:12][C:4]=3[CH2:3][NH:2][C:43]([C:35]3[O:34][C:38]4[CH:39]=[CH:40][CH:41]=[CH:42][C:37]=4[CH:36]=3)=[O:44])[C:8]2=[O:13])[CH2:19][CH2:18][C:17](=[O:20])[NH:16]1. The yield is 0.630.